Dataset: NCI-60 drug combinations with 297,098 pairs across 59 cell lines. Task: Regression. Given two drug SMILES strings and cell line genomic features, predict the synergy score measuring deviation from expected non-interaction effect. (1) Drug 1: CS(=O)(=O)OCCCCOS(=O)(=O)C. Drug 2: CCC1(C2=C(COC1=O)C(=O)N3CC4=CC5=C(C=CC(=C5CN(C)C)O)N=C4C3=C2)O.Cl. Cell line: M14. Synergy scores: CSS=45.7, Synergy_ZIP=2.46, Synergy_Bliss=2.42, Synergy_Loewe=-34.6, Synergy_HSA=1.03. (2) Drug 1: CS(=O)(=O)CCNCC1=CC=C(O1)C2=CC3=C(C=C2)N=CN=C3NC4=CC(=C(C=C4)OCC5=CC(=CC=C5)F)Cl. Drug 2: C1=NNC2=C1C(=O)NC=N2. Cell line: MDA-MB-231. Synergy scores: CSS=0.748, Synergy_ZIP=0.954, Synergy_Bliss=0.147, Synergy_Loewe=0.0975, Synergy_HSA=-0.782. (3) Drug 1: C1CCC(C1)C(CC#N)N2C=C(C=N2)C3=C4C=CNC4=NC=N3. Drug 2: C1=CC(=CC=C1CC(C(=O)O)N)N(CCCl)CCCl.Cl. Cell line: T-47D. Synergy scores: CSS=13.5, Synergy_ZIP=1.13, Synergy_Bliss=5.59, Synergy_Loewe=-7.44, Synergy_HSA=0.0798. (4) Drug 1: CN1CCC(CC1)COC2=C(C=C3C(=C2)N=CN=C3NC4=C(C=C(C=C4)Br)F)OC. Drug 2: CC=C1C(=O)NC(C(=O)OC2CC(=O)NC(C(=O)NC(CSSCCC=C2)C(=O)N1)C(C)C)C(C)C. Cell line: HL-60(TB). Synergy scores: CSS=28.8, Synergy_ZIP=-0.157, Synergy_Bliss=-15.9, Synergy_Loewe=-79.9, Synergy_HSA=-20.6.